This data is from Full USPTO retrosynthesis dataset with 1.9M reactions from patents (1976-2016). The task is: Predict the reactants needed to synthesize the given product. (1) Given the product [C:27]([C:26]1[CH:29]=[C:30]([C:33]2[N:38]=[C:37]([NH:39][C:40]3[CH:41]=[CH:42][C:43]([N:46]4[CH2:51][CH2:50][N:49]([CH:52]5[CH2:53][O:54][CH2:55]5)[CH2:48][CH2:47]4)=[CH:44][CH:45]=3)[N:36]=[CH:35][N:34]=2)[CH:31]=[CH:32][C:25]=1[O:17][CH:3]1[CH:2]([F:1])[CH2:7][N:6]([C:8]([O:10][C:11]([CH3:12])([CH3:14])[CH3:13])=[O:9])[CH2:5][C:4]1([CH3:16])[CH3:15])#[N:28], predict the reactants needed to synthesize it. The reactants are: [F:1][CH:2]1[CH2:7][N:6]([C:8]([O:10][C:11]([CH3:14])([CH3:13])[CH3:12])=[O:9])[CH2:5][C:4]([CH3:16])([CH3:15])[CH:3]1[OH:17].CC(C)([O-])C.[K+].F[C:25]1[CH:32]=[CH:31][C:30]([C:33]2[N:38]=[C:37]([NH:39][C:40]3[CH:45]=[CH:44][C:43]([N:46]4[CH2:51][CH2:50][N:49]([CH:52]5[CH2:55][O:54][CH2:53]5)[CH2:48][CH2:47]4)=[CH:42][CH:41]=3)[N:36]=[CH:35][N:34]=2)=[CH:29][C:26]=1[C:27]#[N:28]. (2) Given the product [F:1][C:2]1[CH:7]=[CH:6][C:5]([S:8]([N:13]([CH3:14])[CH3:12])(=[O:10])=[O:9])=[CH:4][CH:3]=1, predict the reactants needed to synthesize it. The reactants are: [F:1][C:2]1[CH:7]=[CH:6][C:5]([S:8](Cl)(=[O:10])=[O:9])=[CH:4][CH:3]=1.[CH3:12][NH:13][CH3:14].O.C(OCC)(=O)C. (3) Given the product [Br:17][CH:8]([C:10]1[CH:11]=[C:12]([CH3:16])[CH:13]=[CH:14][CH:15]=1)[C:4]1[CH:3]=[C:2]([CH3:1])[CH:7]=[CH:6][CH:5]=1, predict the reactants needed to synthesize it. The reactants are: [CH3:1][C:2]1[CH:3]=[C:4]([CH:8]([C:10]2[CH:15]=[CH:14][CH:13]=[C:12]([CH3:16])[CH:11]=2)O)[CH:5]=[CH:6][CH:7]=1.[BrH:17]. (4) Given the product [N+:43]([C:40]1[CH:41]=[CH:42][C:37]([O:36][C:34]([O:1][C@H:2]2[C@H:6]3[O:7][CH2:8][C@@H:9]([O:10][C:11](=[O:25])[CH2:12][CH2:13][CH2:14][C@H:15]([O:21][N+:22]([O-:24])=[O:23])[CH2:16][O:17][N+:18]([O-:20])=[O:19])[C@H:5]3[O:4][CH2:3]2)=[O:35])=[CH:38][CH:39]=1)([O-:45])=[O:44], predict the reactants needed to synthesize it. The reactants are: [OH:1][C@H:2]1[C@H:6]2[O:7][CH2:8][C@@H:9]([O:10][C:11](=[O:25])[CH2:12][CH2:13][CH2:14][C@H:15]([O:21][N+:22]([O-:24])=[O:23])[CH2:16][O:17][N+:18]([O-:20])=[O:19])[C@H:5]2[O:4][CH2:3]1.CCN(CC)CC.Cl[C:34]([O:36][C:37]1[CH:42]=[CH:41][C:40]([N+:43]([O-:45])=[O:44])=[CH:39][CH:38]=1)=[O:35]. (5) Given the product [ClH:27].[F:1][C:2]1[CH:7]=[CH:6][CH:5]=[CH:4][C:3]=1[C:8]1[CH:26]=[CH:25][C:11]2[NH:12][C:13]([C:15]3[CH2:19][C:18]4([CH2:20][CH2:21][O:22][CH2:23][CH2:24]4)[O:17][N:16]=3)=[N:14][C:10]=2[CH:9]=1, predict the reactants needed to synthesize it. The reactants are: [F:1][C:2]1[CH:7]=[CH:6][CH:5]=[CH:4][C:3]=1[C:8]1[CH:26]=[CH:25][C:11]2[NH:12][C:13]([C:15]3[CH2:19][C:18]4([CH2:24][CH2:23][O:22][CH2:21][CH2:20]4)[O:17][N:16]=3)=[N:14][C:10]=2[CH:9]=1.[ClH:27]. (6) Given the product [OH:35][C:34]1[C:33]2[C:28](=[CH:29][CH:30]=[CH:31][CH:32]=2)[N:27]([CH2:36][CH2:37][CH:38]([CH3:39])[CH3:40])[C:26](=[O:41])[C:25]=1[C:23]1[NH:11][C:12]2[CH:17]=[CH:16][C:15]([I:18])=[CH:14][C:13]=2[S:19](=[O:21])(=[O:20])[N:22]=1, predict the reactants needed to synthesize it. The reactants are: [Cl-].C[Al+]C.CCCCCC.[NH2:11][C:12]1[CH:17]=[CH:16][C:15]([I:18])=[CH:14][C:13]=1[S:19]([NH2:22])(=[O:21])=[O:20].[C:23]([C:25]1[C:26](=[O:41])[N:27]([CH2:36][CH2:37][CH:38]([CH3:40])[CH3:39])[C:28]2[C:33]([C:34]=1[OH:35])=[CH:32][CH:31]=[CH:30][CH:29]=2)#N.[OH-].[Na+].Cl.